Dataset: Forward reaction prediction with 1.9M reactions from USPTO patents (1976-2016). Task: Predict the product of the given reaction. Given the reactants [C:1]([C:4]1[N:9]=[N:8][C:7]([NH:10][C@@H:11]2[CH2:16][CH2:15][CH2:14][CH2:13][C@@H:12]2[NH:17]C(=O)OC(C)(C)C)=[CH:6][C:5]=1[NH:25][C:26]1[CH:31]=[CH:30][CH:29]=[C:28]([CH:32]2[CH2:35][CH2:34][CH2:33]2)[N:27]=1)(=[O:3])[NH2:2].C(O)(C(F)(F)F)=O, predict the reaction product. The product is: [NH2:17][C@H:12]1[CH2:13][CH2:14][CH2:15][CH2:16][C@H:11]1[NH:10][C:7]1[N:8]=[N:9][C:4]([C:1]([NH2:2])=[O:3])=[C:5]([NH:25][C:26]2[CH:31]=[CH:30][CH:29]=[C:28]([CH:32]3[CH2:33][CH2:34][CH2:35]3)[N:27]=2)[CH:6]=1.